This data is from NCI-60 drug combinations with 297,098 pairs across 59 cell lines. The task is: Regression. Given two drug SMILES strings and cell line genomic features, predict the synergy score measuring deviation from expected non-interaction effect. (1) Drug 1: C1CCC(CC1)NC(=O)N(CCCl)N=O. Drug 2: C1C(C(OC1N2C=NC3=C(N=C(N=C32)Cl)N)CO)O. Cell line: A498. Synergy scores: CSS=10.6, Synergy_ZIP=-3.29, Synergy_Bliss=-0.843, Synergy_Loewe=-3.63, Synergy_HSA=-2.32. (2) Drug 1: C1CC2CC3=C(CC1C24CN(S(=O)(=O)N4)CC(F)(F)F)C=CC(=C3)C=CCN5CCC(CC5)C(F)(F)F. Drug 2: CC1CC2C3CCC4=CC(=O)C=CC4(C3(C(CC2(C1(C(=O)CO)O)C)O)F)C. Cell line: UACC62. Synergy scores: CSS=21.8, Synergy_ZIP=-0.351, Synergy_Bliss=4.14, Synergy_Loewe=-0.981, Synergy_HSA=4.70.